From a dataset of Forward reaction prediction with 1.9M reactions from USPTO patents (1976-2016). Predict the product of the given reaction. (1) Given the reactants [C:1]1([C:37]2[CH:42]=[CH:41][CH:40]=[CH:39][CH:38]=2)[CH:6]=[CH:5][C:4]([C:7]([N:9]2[CH2:14][CH2:13][N:12]([C:15]3[C:16]4[CH:34]=[C:33]([CH2:35][CH3:36])[S:32][C:17]=4[N:18]=[C:19]([NH:21][C:22]([NH:24][CH2:25][CH2:26][C:27]([O:29]CC)=[O:28])=[O:23])[N:20]=3)[CH2:11][CH2:10]2)=[O:8])=[CH:3][CH:2]=1.O.[OH-].[Li+].O, predict the reaction product. The product is: [C:1]1([C:37]2[CH:38]=[CH:39][CH:40]=[CH:41][CH:42]=2)[CH:2]=[CH:3][C:4]([C:7]([N:9]2[CH2:10][CH2:11][N:12]([C:15]3[C:16]4[CH:34]=[C:33]([CH2:35][CH3:36])[S:32][C:17]=4[N:18]=[C:19]([NH:21][C:22]([NH:24][CH2:25][CH2:26][C:27]([OH:29])=[O:28])=[O:23])[N:20]=3)[CH2:13][CH2:14]2)=[O:8])=[CH:5][CH:6]=1. (2) Given the reactants C(OC(=O)[NH:10][CH:11]([C:13]1[NH:14][CH:15]=[C:16]([C:18]2[CH:23]=[CH:22][CH:21]=[CH:20][CH:19]=2)[N:17]=1)[CH3:12])C1C=CC=CC=1, predict the reaction product. The product is: [C:18]1([C:16]2[N:17]=[C:13]([CH:11]([NH2:10])[CH3:12])[NH:14][CH:15]=2)[CH:19]=[CH:20][CH:21]=[CH:22][CH:23]=1.